From a dataset of Forward reaction prediction with 1.9M reactions from USPTO patents (1976-2016). Predict the product of the given reaction. (1) Given the reactants [F:1][C:2]1[CH:7]=[CH:6][C:5]([F:8])=[CH:4][CH:3]=1.C([Li])CCC.CN([CH:17]=[O:18])C, predict the reaction product. The product is: [F:1][C:2]1[CH:7]=[CH:6][C:5]([F:8])=[CH:4][C:3]=1[CH:17]=[O:18]. (2) Given the reactants Cl.[CH3:2][O:3][CH2:4][CH2:5][O:6][C@@H:7]1[CH2:12][CH2:11][CH2:10][NH:9][CH2:8]1.[C:13]([O:17][C:18](=[O:28])[NH:19][C@@H:20]1[CH2:25][CH2:24][CH2:23][CH2:22][C@H:21]1[CH:26]=O)([CH3:16])([CH3:15])[CH3:14].C(O[BH-](OC(=O)C)OC(=O)C)(=O)C.[Na+].[OH-].[Na+], predict the reaction product. The product is: [CH3:2][O:3][CH2:4][CH2:5][O:6][C@@H:7]1[CH2:12][CH2:11][CH2:10][N:9]([CH2:26][C@@H:21]2[CH2:22][CH2:23][CH2:24][CH2:25][C@H:20]2[NH:19][C:18](=[O:28])[O:17][C:13]([CH3:16])([CH3:15])[CH3:14])[CH2:8]1.